This data is from Catalyst prediction with 721,799 reactions and 888 catalyst types from USPTO. The task is: Predict which catalyst facilitates the given reaction. (1) Reactant: [OH:1][C:2]1C=[C:4]([CH:8]=[CH:9][CH:10]=1)C(O)=O.[Br:11]Br.[C:13]([OH:16])(=[O:15])[CH3:14]. Product: [Br:11][C:9]1[CH:8]=[CH:4][C:14]([C:13]([OH:16])=[O:15])=[C:2]([OH:1])[CH:10]=1. The catalyst class is: 445. (2) Reactant: [CH3:1][O:2][C:3]1[CH:4]=[C:5]([CH:28]=[CH:29][C:30]=1[O:31][CH2:32][C:33]1[CH:34]=[N:35][C:36]([O:39][CH3:40])=[CH:37][CH:38]=1)[CH2:6][N:7]1[C:11]2=[N:12][CH:13]=[C:14]([C:16]3[CH:21]=[CH:20][CH:19]=[CH:18][CH:17]=3)[CH:15]=[C:10]2[N:9]=[C:8]1[NH:22]C(=O)OCC.[OH-].[K+]. Product: [CH3:1][O:2][C:3]1[CH:4]=[C:5]([CH:28]=[CH:29][C:30]=1[O:31][CH2:32][C:33]1[CH:34]=[N:35][C:36]([O:39][CH3:40])=[CH:37][CH:38]=1)[CH2:6][N:7]1[C:11]2=[N:12][CH:13]=[C:14]([C:16]3[CH:17]=[CH:18][CH:19]=[CH:20][CH:21]=3)[CH:15]=[C:10]2[N:9]=[C:8]1[NH2:22]. The catalyst class is: 746. (3) Reactant: C([O:3][C:4](=[O:36])[CH2:5][CH2:6][N:7]1[CH:11]([CH3:12])[C:10]2[CH:13]=[C:14]([C:17]3[C:25]4[C:20](=[CH:21][C:22]([F:26])=[CH:23][CH:24]=4)[N:19](C(OC(C)(C)C)=O)[CH:18]=3)[CH:15]=[CH:16][C:9]=2[S:8]1(=[O:35])=[O:34])C.O[Li].O. Product: [F:26][C:22]1[CH:21]=[C:20]2[C:25]([C:17]([C:14]3[CH:15]=[CH:16][C:9]4[S:8](=[O:35])(=[O:34])[N:7]([CH2:6][CH2:5][C:4]([OH:36])=[O:3])[CH:11]([CH3:12])[C:10]=4[CH:13]=3)=[CH:18][NH:19]2)=[CH:24][CH:23]=1. The catalyst class is: 20. (4) Reactant: [CH2:1]([N:8]1[CH2:12][CH2:11][C@@H:10]([NH2:13])[CH2:9]1)[C:2]1[CH:7]=[CH:6][CH:5]=[CH:4][CH:3]=1.C1([O:20][C:21](=O)[NH:22][C:23]2[CH:28]=[CH:27][CH:26]=[C:25]([S:29](=[O:32])(=[O:31])[NH2:30])[CH:24]=2)C=CC=CC=1. Product: [CH2:1]([N:8]1[CH2:12][CH2:11][C@@H:10]([NH:13][C:21](=[O:20])[NH:22][C:23]2[CH:24]=[C:25]([S:29]([NH2:30])(=[O:32])=[O:31])[CH:26]=[CH:27][CH:28]=2)[CH2:9]1)[C:2]1[CH:3]=[CH:4][CH:5]=[CH:6][CH:7]=1. The catalyst class is: 5. (5) Reactant: [C:1]([C:3]1[CH:4]=[C:5]([CH:22]=[CH:23][CH:24]=1)[CH2:6][N:7]1[CH2:12][CH2:11][N:10]([C:13]2[CH:18]=[CH:17][C:16]([N+:19]([O-])=O)=[CH:15][CH:14]=2)[CH2:9][CH2:8]1)#[N:2]. Product: [C:1]([C:3]1[CH:4]=[C:5]([CH:22]=[CH:23][CH:24]=1)[CH2:6][N:7]1[CH2:12][CH2:11][N:10]([C:13]2[CH:18]=[CH:17][C:16]([NH2:19])=[CH:15][CH:14]=2)[CH2:9][CH2:8]1)#[N:2]. The catalyst class is: 301. (6) Reactant: [C:1]([O:5][C:6]([N:8]([CH3:18])[CH2:9][C:10]([N:12]([CH2:14][C:15]([OH:17])=O)[CH3:13])=[O:11])=[O:7])([CH3:4])([CH3:3])[CH3:2].CN(C(F)=[N+](C)C)C.F[P-](F)(F)(F)(F)F.CCN(C(C)C)C(C)C.[N+:43]([C:46]1[CH:54]=[C:53]2[C:49]([CH:50]=[CH:51][NH:52]2)=[CH:48][CH:47]=1)([O-:45])=[O:44]. Product: [C:1]([O:5][C:6](=[O:7])[N:8]([CH3:18])[CH2:9][C:10](=[O:11])[N:12]([CH3:13])[CH2:14][C:15]([N:52]1[C:53]2[C:49](=[CH:48][CH:47]=[C:46]([N+:43]([O-:45])=[O:44])[CH:54]=2)[CH:50]=[CH:51]1)=[O:17])([CH3:2])([CH3:3])[CH3:4]. The catalyst class is: 1.